Dataset: Reaction yield outcomes from USPTO patents with 853,638 reactions. Task: Predict the reaction yield, written as a fraction of the theoretical maximum amount of product (1.0 means a 100% yield; for example, 0.34 means a 34% yield). (1) The reactants are C[O:2][C:3]1[CH:8]=[CH:7][C:6]([P:9](=[O:22])([C:14]2[CH:19]=[CH:18][C:17]([O:20]C)=[CH:16][CH:15]=2)[C:10]([CH3:13])([CH3:12])[CH3:11])=[CH:5][CH:4]=1.Br.[Br-].[K+].S([O-])([O-])=O.[Na+].[Na+].CBr. No catalyst specified. The product is [OH:2][C:3]1[CH:8]=[CH:7][C:6]([P:9](=[O:22])([C:14]2[CH:15]=[CH:16][C:17]([OH:20])=[CH:18][CH:19]=2)[C:10]([CH3:13])([CH3:11])[CH3:12])=[CH:5][CH:4]=1. The yield is 0.400. (2) The reactants are Br[C:2]1[CH:7]=[CH:6][N:5]=[C:4]([NH:8][C:9](=[O:12])[CH2:10][CH3:11])[CH:3]=1.[B:13]1([B:13]2[O:17][C:16]([CH3:19])([CH3:18])[C:15]([CH3:21])([CH3:20])[O:14]2)[O:17][C:16]([CH3:19])([CH3:18])[C:15]([CH3:21])([CH3:20])[O:14]1.C([O-])(=O)C.[K+]. The catalyst is O1CCOCC1.C1C=CC(P(C2C=CC=CC=2)[C-]2C=CC=C2)=CC=1.C1C=CC(P(C2C=CC=CC=2)[C-]2C=CC=C2)=CC=1.Cl[Pd]Cl.[Fe+2]. The product is [CH3:20][C:15]1([CH3:21])[C:16]([CH3:19])([CH3:18])[O:17][B:13]([C:2]2[CH:7]=[CH:6][N:5]=[C:4]([NH:8][C:9](=[O:12])[CH2:10][CH3:11])[CH:3]=2)[O:14]1. The yield is 0.690. (3) The reactants are [F:1][CH:2]1[C:7](=[O:8])[CH2:6][CH2:5][N:4](C(OC(C)(C)C)=O)[CH2:3]1.[ClH:16].O1CCOCC1. The catalyst is CCOC(C)=O. The product is [ClH:16].[F:1][CH:2]1[C:7](=[O:8])[CH2:6][CH2:5][NH:4][CH2:3]1. The yield is 0.990. (4) The reactants are [F:1][C:2]([F:7])([F:6])[C@H:3]1[CH2:5][O:4]1.[F:8][C:9]([F:22])([O:13][C:14]1[CH:15]=[C:16]([CH:19]=[CH:20][CH:21]=1)[CH2:17][NH2:18])[CH:10]([F:12])[F:11]. No catalyst specified. The product is [F:1][C:2]([F:7])([F:6])[C@H:3]([OH:4])[CH2:5][NH:18][CH2:17][C:16]1[CH:19]=[CH:20][CH:21]=[C:14]([O:13][C:9]([F:8])([F:22])[CH:10]([F:11])[F:12])[CH:15]=1. The yield is 0.500.